Dataset: Reaction yield outcomes from USPTO patents with 853,638 reactions. Task: Predict the reaction yield, written as a fraction of the theoretical maximum amount of product (1.0 means a 100% yield; for example, 0.34 means a 34% yield). (1) The reactants are [NH2:1][C:2]1[N:10]=[C:9]([Cl:11])[CH:8]=[CH:7][C:3]=1[C:4]([OH:6])=O.C(N(CC)CC)C.F[P-](F)(F)(F)(F)F.N1(O[P+](N(C)C)(N(C)C)N(C)C)C2C=CC=CC=2N=N1.[O:46]([C:53]1[S:57][C:56]([CH2:58][NH2:59])=[CH:55][CH:54]=1)[C:47]1[CH:52]=[CH:51][CH:50]=[CH:49][CH:48]=1. The catalyst is CN(C)C=O.[Cl-].[Na+].O. The product is [NH2:1][C:2]1[N:10]=[C:9]([Cl:11])[CH:8]=[CH:7][C:3]=1[C:4]([NH:59][CH2:58][C:56]1[S:57][C:53]([O:46][C:47]2[CH:48]=[CH:49][CH:50]=[CH:51][CH:52]=2)=[CH:54][CH:55]=1)=[O:6]. The yield is 0.460. (2) The product is [C:1]([O:5][C:6]([NH:8][CH2:9][CH2:10][CH2:11][CH2:12][CH2:13][NH:14][S:25]([CH2:24][CH2:23][Cl:22])(=[O:27])=[O:26])=[O:7])([CH3:4])([CH3:3])[CH3:2]. The yield is 1.00. The reactants are [C:1]([O:5][C:6]([NH:8][CH2:9][CH2:10][CH2:11][CH2:12][CH2:13][NH2:14])=[O:7])([CH3:4])([CH3:3])[CH3:2].C(N(CC)CC)C.[Cl:22][CH2:23][CH2:24][S:25](Cl)(=[O:27])=[O:26]. The catalyst is ClCCl. (3) The reactants are [C:1]1([OH:7])[CH:6]=[CH:5][CH:4]=[CH:3][CH:2]=1.C(=O)([O-])[O-].[Na+].[Na+].[C:14]1(=[O:20])[O:19][C:17](=[O:18])[CH2:16][CH2:15]1.Cl. The catalyst is O. The product is [O:20]=[C:14]([O:7][C:1]1[CH:6]=[CH:5][CH:4]=[CH:3][CH:2]=1)[CH2:15][CH2:16][C:17]([OH:19])=[O:18]. The yield is 0.420. (4) The reactants are [CH:1]1([S:4]([NH:7][CH:8]2[CH2:12][CH:11](C(O)=O)[CH:10]([CH3:16])[CH2:9]2)(=[O:6])=[O:5])[CH2:3][CH2:2]1.C1C=CC(P([N:31]=[N+]=[N-])(C2C=CC=CC=2)=O)=CC=1.C[C:35]([OH:38])(C)C. No catalyst specified. The product is [N:31]([CH:11]1[CH:10]([CH3:16])[CH2:9][CH:8]([NH:7][S:4]([CH:1]2[CH2:2][CH2:3]2)(=[O:5])=[O:6])[CH2:12]1)=[C:35]=[O:38]. The yield is 0.800. (5) The yield is 0.240. The reactants are [CH2:1]([O:3][P:4]([CH2:9][CH2:10]OCC)(=[O:8])[O:5][CH2:6][CH3:7])[CH3:2].[BH4-].[Li+].C[CH2:17][O:18]CC. The product is [CH2:6]([O:5][P:4]([CH2:9][CH2:10][CH2:17][OH:18])(=[O:8])[O:3][CH2:1][CH3:2])[CH3:7]. The catalyst is C1COCC1. (6) The reactants are [CH3:1][C:2]1[S:6][C:5]([CH2:7][CH2:8][NH2:9])=[CH:4][CH:3]=1.[CH:10](=O)[C:11]1[CH:16]=[CH:15][CH:14]=[CH:13][CH:12]=1.O.CC(=O)OCC.CCCCCC. The catalyst is C1(C)C=CC=CC=1. The product is [CH3:1][C:2]1[S:6][C:5]2[CH2:7][CH2:8][NH:9][CH:10]([C:11]3[CH:16]=[CH:15][CH:14]=[CH:13][CH:12]=3)[C:4]=2[CH:3]=1. The yield is 0.610.